Dataset: Full USPTO retrosynthesis dataset with 1.9M reactions from patents (1976-2016). Task: Predict the reactants needed to synthesize the given product. (1) Given the product [Cl:1][C:2]1[N:3]=[C:4]([CH2:9][CH3:10])[NH:5][C:6]=1[CH:7]=[O:8], predict the reactants needed to synthesize it. The reactants are: [Cl:1][C:2]1[N:3]=[C:4]([CH2:9][CH3:10])[NH:5][C:6]=1[CH2:7][OH:8]. (2) Given the product [CH3:1][O:2][C:3]1[CH:4]=[C:5]2[C:10](=[CH:11][C:12]=1[O:13][CH3:14])[N:9]=[CH:8][CH:7]=[C:6]2[O:15][C:16]1[CH:22]=[CH:21][C:19]([NH:20][C:24](=[O:26])[O:42][CH:38]([CH2:39][CH2:40][CH3:41])[CH2:37][CH2:36][CH3:35])=[CH:18][CH:17]=1, predict the reactants needed to synthesize it. The reactants are: [CH3:1][O:2][C:3]1[CH:4]=[C:5]2[C:10](=[CH:11][C:12]=1[O:13][CH3:14])[N:9]=[CH:8][CH:7]=[C:6]2[O:15][C:16]1[CH:22]=[CH:21][C:19]([NH2:20])=[CH:18][CH:17]=1.Cl[C:24](Cl)([O:26]C(=O)OC(Cl)(Cl)Cl)Cl.[CH3:35][CH2:36][CH2:37][CH:38]([OH:42])[CH2:39][CH2:40][CH3:41].C(=O)(O)[O-].[Na+]. (3) Given the product [CH3:17][O:16][N:15]([CH3:14])[C:10]([C:3]1[C:2]([Cl:1])=[CH:6][N:5]([CH:7]([F:9])[F:8])[N:4]=1)=[O:12], predict the reactants needed to synthesize it. The reactants are: [Cl:1][C:2]1[C:3]([C:10]([OH:12])=O)=[N:4][N:5]([CH:7]([F:9])[F:8])[CH:6]=1.Cl.[CH3:14][NH:15][O:16][CH3:17].CN1CCOCC1.Cl.C(N=C=NCCCN(C)C)C.Cl.